From a dataset of NCI-60 drug combinations with 297,098 pairs across 59 cell lines. Regression. Given two drug SMILES strings and cell line genomic features, predict the synergy score measuring deviation from expected non-interaction effect. (1) Drug 1: CN1C(=O)N2C=NC(=C2N=N1)C(=O)N. Drug 2: CCC1(C2=C(COC1=O)C(=O)N3CC4=CC5=C(C=CC(=C5CN(C)C)O)N=C4C3=C2)O.Cl. Cell line: SK-OV-3. Synergy scores: CSS=15.5, Synergy_ZIP=3.11, Synergy_Bliss=3.58, Synergy_Loewe=-35.2, Synergy_HSA=0.629. (2) Drug 1: C1CCC(C1)C(CC#N)N2C=C(C=N2)C3=C4C=CNC4=NC=N3. Drug 2: CCCS(=O)(=O)NC1=C(C(=C(C=C1)F)C(=O)C2=CNC3=C2C=C(C=N3)C4=CC=C(C=C4)Cl)F. Cell line: MALME-3M. Synergy scores: CSS=47.1, Synergy_ZIP=0.296, Synergy_Bliss=-0.172, Synergy_Loewe=-28.3, Synergy_HSA=-0.797. (3) Drug 1: COC1=C(C=C2C(=C1)N=CN=C2NC3=CC(=C(C=C3)F)Cl)OCCCN4CCOCC4. Cell line: MDA-MB-231. Drug 2: C1CN(CCN1C(=O)CCBr)C(=O)CCBr. Synergy scores: CSS=31.0, Synergy_ZIP=-2.97, Synergy_Bliss=5.59, Synergy_Loewe=1.89, Synergy_HSA=6.64. (4) Drug 1: CN(C)N=NC1=C(NC=N1)C(=O)N. Drug 2: CC1=C(C(=CC=C1)Cl)NC(=O)C2=CN=C(S2)NC3=CC(=NC(=N3)C)N4CCN(CC4)CCO. Cell line: CCRF-CEM. Synergy scores: CSS=31.1, Synergy_ZIP=3.09, Synergy_Bliss=5.05, Synergy_Loewe=2.59, Synergy_HSA=2.72. (5) Drug 1: CC1C(C(CC(O1)OC2CC(CC3=C2C(=C4C(=C3O)C(=O)C5=C(C4=O)C(=CC=C5)OC)O)(C(=O)C)O)N)O.Cl. Drug 2: CC1CCC2CC(C(=CC=CC=CC(CC(C(=O)C(C(C(=CC(C(=O)CC(OC(=O)C3CCCCN3C(=O)C(=O)C1(O2)O)C(C)CC4CCC(C(C4)OC)OCCO)C)C)O)OC)C)C)C)OC. Cell line: RXF 393. Synergy scores: CSS=21.4, Synergy_ZIP=-2.90, Synergy_Bliss=-1.38, Synergy_Loewe=-2.47, Synergy_HSA=1.01.